Dataset: Reaction yield outcomes from USPTO patents with 853,638 reactions. Task: Predict the reaction yield, written as a fraction of the theoretical maximum amount of product (1.0 means a 100% yield; for example, 0.34 means a 34% yield). The reactants are [O:1]1[C:5]2([CH2:10][CH2:9][CH2:8][CH2:7][CH2:6]2)[O:4][CH2:3][C@@H:2]1[CH:11]=O.Cl.[OH:14][NH2:15].C(=O)([O-])[O-].[Na+].[Na+].C(OCC)(=O)C. The catalyst is C1COCC1. The product is [O:1]1[C:5]2([CH2:10][CH2:9][CH2:8][CH2:7][CH2:6]2)[O:4][CH2:3][C@@H:2]1[CH:11]=[N:15][OH:14]. The yield is 0.927.